This data is from Forward reaction prediction with 1.9M reactions from USPTO patents (1976-2016). The task is: Predict the product of the given reaction. (1) Given the reactants [CH3:1][C:2]1[NH:3][C:4]2[C:9]([CH:10]=1)=[C:8]([O:11][CH2:12][CH:13]1[CH2:15][O:14]1)[CH:7]=[CH:6][C:5]=2[CH3:16].[CH:17]1[C:26]2[C:21](=[CH:22][CH:23]=[CH:24][CH:25]=2)[CH:20]=[CH:19][C:18]=1[N:27]1[CH2:34][C@H:33]2[NH:35][CH2:36][C@@H:28]1[CH2:29][CH:30]=[CH:31][CH2:32]2.CCN(C(C)C)C(C)C, predict the reaction product. The product is: [CH3:1][C:2]1[NH:3][C:4]2[C:9]([CH:10]=1)=[C:8]([O:11][CH2:12][CH:13]([OH:14])[CH2:15][N:35]1[CH2:36][CH:28]3[N:27]([C:18]4[CH:19]=[CH:20][C:21]5[C:26](=[CH:25][CH:24]=[CH:23][CH:22]=5)[CH:17]=4)[CH2:34][CH:33]1[CH2:32][CH:31]=[CH:30][CH2:29]3)[CH:7]=[CH:6][C:5]=2[CH3:16]. (2) Given the reactants FC(F)(F)C(O)=O.C(OC([N:15]1[C:23]2[C:18](=[CH:19][C:20]([C:24]3([CH2:29][C:30]4[CH:35]=[CH:34][CH:33]=[CH:32][CH:31]=4)[CH2:28][CH2:27][NH:26][CH2:25]3)=[CH:21][CH:22]=2)[CH:17]=[C:16]1[C:36]#[N:37])=O)(C)(C)C.COC1C=CC=C(OC)C=1, predict the reaction product. The product is: [CH2:29]([C:24]1([C:20]2[CH:19]=[C:18]3[C:23](=[CH:22][CH:21]=2)[NH:15][C:16]([C:36]#[N:37])=[CH:17]3)[CH2:28][CH2:27][NH:26][CH2:25]1)[C:30]1[CH:35]=[CH:34][CH:33]=[CH:32][CH:31]=1. (3) The product is: [CH3:25][N:26]([CH3:27])[CH:23]([CH:20]1[CH2:21][CH2:22][N:17]([C:10]([O:12][C:13]([CH3:16])([CH3:15])[CH3:14])=[O:11])[CH2:18][CH2:19]1)[C:2]#[C:1][C:3]1[CH:8]=[CH:7][CH:6]=[C:5]([CH3:9])[N:4]=1. Given the reactants [C:1]([C:3]1[CH:8]=[CH:7][CH:6]=[C:5]([CH3:9])[N:4]=1)#[CH:2].[C:10]([N:17]1[CH2:22][CH2:21][CH:20]([CH:23]=O)[CH2:19][CH2:18]1)([O:12][C:13]([CH3:16])([CH3:15])[CH3:14])=[O:11].[CH3:25][NH:26][CH3:27], predict the reaction product. (4) Given the reactants [CH:1]1([OH:7])[CH2:6][CH2:5][CH2:4][CH2:3][CH2:2]1.[H-].[Na+].[Cl:10][C:11]1[N:16]=[C:15]([Cl:17])[CH:14]=[C:13]([C:18](OC)=[O:19])[N:12]=1, predict the reaction product. The product is: [Cl:10][C:11]1[N:16]=[C:15]([Cl:17])[CH:14]=[C:13]([C:18]([O:7][CH:1]2[CH2:6][CH2:5][CH2:4][CH2:3][CH2:2]2)=[O:19])[N:12]=1. (5) Given the reactants [CH:1]([C:4]1[CH:9]=[CH:8][CH:7]=[CH:6][C:5]=1[S:10][C:11]1[CH:16]=[CH:15][C:14](/[CH:17]=[CH:18]/[C:19]([N:21]2[CH2:26][CH2:25][CH2:24][CH2:23][CH:22]2[C:27]([O:29]CC)=[O:28])=[O:20])=[CH:13][C:12]=1[N+:32]([O-:34])=[O:33])([CH3:3])[CH3:2], predict the reaction product. The product is: [CH:1]([C:4]1[CH:9]=[CH:8][CH:7]=[CH:6][C:5]=1[S:10][C:11]1[CH:16]=[CH:15][C:14](/[CH:17]=[CH:18]/[C:19]([N:21]2[CH2:26][CH2:25][CH2:24][CH2:23][CH:22]2[C:27]([OH:29])=[O:28])=[O:20])=[CH:13][C:12]=1[N+:32]([O-:34])=[O:33])([CH3:3])[CH3:2]. (6) The product is: [CH:1]1([CH2:4][O:5][C:6]2[CH:7]=[C:8]3[C:17](=[CH:18][CH:19]=2)[CH:16]=[CH:15][C:14]2[CH:13]=[CH:12][C:11]([CH2:20][C:21]([CH3:25])([OH:22])[CH3:23])=[CH:10][C:9]3=2)[CH2:2][CH2:3]1. Given the reactants [CH:1]1([CH2:4][O:5][C:6]2[CH:7]=[C:8]3[C:17](=[CH:18][CH:19]=2)[CH:16]=[CH:15][C:14]2[CH:13]=[CH:12][C:11]([CH2:20][C:21]([CH3:23])=[O:22])=[CH:10][C:9]3=2)[CH2:3][CH2:2]1.Cl[C:25]1C=C2C(=CC=1)C1N(COCC[Si](C)(C)C)C(C3C(C#N)=CC=CC=3C#N)=NC=1C1C=CC(CC(=O)C)=CC2=1, predict the reaction product. (7) Given the reactants [OH:1][C:2]1[CH:7]=[C:6]([CH3:8])[N:5]=[CH:4][N:3]=1.C1C(=O)N([I:16])C(=O)C1, predict the reaction product. The product is: [I:16][C:7]1[C:2](=[O:1])[NH:3][CH:4]=[N:5][C:6]=1[CH3:8]. (8) Given the reactants [CH2:1]=[O:2].OS(O)(=O)=O.C([N:11]1[C:15](=[O:16])[C:14]2=[CH:17][CH:18]=[CH:19][CH:20]=[C:13]2[C:12]1=[O:21])C=C.[OH2:22], predict the reaction product. The product is: [O:2]1[CH2:19][CH2:20][CH:13]([CH2:12][C:20]2[CH:19]=[CH:18][CH:17]=[C:14]3[C:15]([NH:11][C:12](=[O:21])[C:13]=23)=[O:16])[O:22][CH2:1]1. (9) Given the reactants [Cl:1][C:2]1[CH:7]=[C:6]2[NH:8][C:9](=[O:30])[C:10]3([CH:15]([C:16]4[CH:21]=[CH:20][CH:19]=[CH:18][CH:17]=4)[CH2:14][C:13](=O)[NH:12][CH:11]3[C:23]3[CH:28]=[CH:27][CH:26]=[C:25]([Cl:29])[CH:24]=3)[C:5]2=[CH:4][CH:3]=1.[BH4-].[Na+], predict the reaction product. The product is: [Cl:1][C:2]1[CH:7]=[C:6]2[NH:8][C:9](=[O:30])[C:10]3([CH:15]([C:16]4[CH:17]=[CH:18][CH:19]=[CH:20][CH:21]=4)[CH2:14][CH2:13][NH:12][CH:11]3[C:23]3[CH:28]=[CH:27][CH:26]=[C:25]([Cl:29])[CH:24]=3)[C:5]2=[CH:4][CH:3]=1. (10) Given the reactants [F:1][C:2]1[CH:3]=[CH:4][C:5]([CH2:8][O:9][C:10]2[CH:15]=[CH:14][N:13]([C:16]3[CH:21]=[CH:20][C:19]4[C:22]5[CH2:27][CH2:26][N:25](C(OC(C)(C)C)=O)[CH2:24][C:23]=5[O:35][C:18]=4[CH:17]=3)[C:12](=[O:36])[CH:11]=2)=[N:6][CH:7]=1.Cl.C([O-])(O)=O.[Na+], predict the reaction product. The product is: [F:1][C:2]1[CH:3]=[CH:4][C:5]([CH2:8][O:9][C:10]2[CH:15]=[CH:14][N:13]([C:16]3[CH:21]=[CH:20][C:19]4[C:22]5[CH2:27][CH2:26][NH:25][CH2:24][C:23]=5[O:35][C:18]=4[CH:17]=3)[C:12](=[O:36])[CH:11]=2)=[N:6][CH:7]=1.